From a dataset of Forward reaction prediction with 1.9M reactions from USPTO patents (1976-2016). Predict the product of the given reaction. (1) The product is: [CH2:1]1[C:4]2([O:9][CH2:8][CH:7]([CH2:10][O:11][C:12]3[C:17]([CH3:18])=[CH:16][N:15]=[C:14]([CH2:20][OH:24])[C:13]=3[CH3:21])[CH2:6][O:5]2)[CH2:3][CH2:2]1. Given the reactants [CH2:1]1[C:4]2([O:9][CH2:8][CH:7]([CH2:10][O:11][C:12]3[C:17]([CH3:18])=[CH:16][N+:15]([O-])=[C:14]([CH3:20])[C:13]=3[CH3:21])[CH2:6][O:5]2)[CH2:3][CH2:2]1.C(OC(=O)C)(=[O:24])C.[OH-].[Na+], predict the reaction product. (2) Given the reactants [H-].[Na+].[CH3:3][C:4]1[CH:5]=[C:6]([CH:20]=[CH:21][C:22]=1[CH3:23])[C:7]([CH:9]1[C:18](=[O:19])[C:17]2[C:12](=[CH:13][CH:14]=[CH:15][CH:16]=2)[NH:11][CH2:10]1)=[O:8].Br.Br[CH2:26][C:27]1[CH:32]=[CH:31][CH:30]=[CH:29][N:28]=1, predict the reaction product. The product is: [CH3:3][C:4]1[CH:5]=[C:6]([CH:20]=[CH:21][C:22]=1[CH3:23])[C:7]([CH:9]1[C:18](=[O:19])[C:17]2[C:12](=[CH:13][CH:14]=[CH:15][CH:16]=2)[N:11]([CH2:26][C:27]2[CH:32]=[CH:31][CH:30]=[CH:29][N:28]=2)[CH2:10]1)=[O:8]. (3) Given the reactants [CH:1]12[CH2:7][CH:4]([CH2:5][CH2:6]1)[CH2:3][CH:2]2[NH:8][C:9]([NH2:11])=[S:10].Br[C:13]([CH3:20])([CH3:19])[C:14](OCC)=[O:15], predict the reaction product. The product is: [CH:1]12[CH2:7][CH:4]([CH2:5][CH2:6]1)[CH2:3][CH:2]2[NH:8][C:9]1[S:10][C:13]([CH3:20])([CH3:19])[C:14](=[O:15])[N:11]=1. (4) Given the reactants [NH2:1][C:2]1[C:3]([F:23])=[CH:4][C:5]([Cl:22])=[C:6]([C:8]2[C:9](=[O:21])[N:10]([CH2:19][CH3:20])[C:11]3[C:16]([CH:17]=2)=[CH:15][N:14]=[C:13](Cl)[CH:12]=3)[CH:7]=1.[CH3:24][N:25]1[CH2:30][CH2:29][CH:28]([NH2:31])[CH2:27][CH2:26]1.C1CCN2C(=NCCC2)CC1, predict the reaction product. The product is: [NH2:1][C:2]1[C:3]([F:23])=[CH:4][C:5]([Cl:22])=[C:6]([C:8]2[C:9](=[O:21])[N:10]([CH2:19][CH3:20])[C:11]3[C:16]([CH:17]=2)=[CH:15][N:14]=[C:13]([NH:31][CH:28]2[CH2:29][CH2:30][N:25]([CH3:24])[CH2:26][CH2:27]2)[CH:12]=3)[CH:7]=1. (5) Given the reactants [C:1](O[C:1](=[O:5])[CH:2]([CH3:4])[CH3:3])(=[O:5])[CH:2]([CH3:4])[CH3:3].[NH2:12][C:13]1[CH:18]=[CH:17][N:16]([C@H:19]2[C@:23]([Cl:25])([F:24])[C@H:22]([OH:26])[C@@H:21]([CH2:27][OH:28])[O:20]2)[C:15](=[O:29])[N:14]=1, predict the reaction product. The product is: [Cl:25][C@@:23]1([F:24])[C@H:22]([OH:26])[C@@H:21]([CH2:27][OH:28])[O:20][C@H:19]1[N:16]1[CH:17]=[CH:18][C:13]([NH:12][C:1](=[O:5])[CH:2]([CH3:4])[CH3:3])=[N:14][C:15]1=[O:29]. (6) Given the reactants Cl[C:2]1[CH:3]=[C:4]2[C:9](=[CH:10][CH:11]=1)[N:8]=[CH:7][CH:6]=[CH:5]2.[CH3:12][NH2:13].CC([O-])(C)C.[Na+], predict the reaction product. The product is: [CH3:12][NH:13][C:2]1[CH:3]=[C:4]2[C:9](=[CH:10][CH:11]=1)[N:8]=[CH:7][CH:6]=[CH:5]2. (7) Given the reactants [Cl:1][C:2]1[CH:7]=[CH:6][C:5]([C:8]2[S:9][C:10]3[C:11](=[O:32])[N:12]([C:17]4[CH:22]=[CH:21][C:20]([O:23][CH2:24][CH2:25][N:26]5[CH2:30][CH2:29][CH2:28][CH2:27]5)=[C:19]([Cl:31])[CH:18]=4)[CH2:13][CH2:14][C:15]=3[N:16]=2)=[CH:4][CH:3]=1.Cl, predict the reaction product. The product is: [ClH:1].[Cl:1][C:2]1[CH:3]=[CH:4][C:5]([C:8]2[S:9][C:10]3[C:11](=[O:32])[N:12]([C:17]4[CH:22]=[CH:21][C:20]([O:23][CH2:24][CH2:25][N:26]5[CH2:30][CH2:29][CH2:28][CH2:27]5)=[C:19]([Cl:31])[CH:18]=4)[CH2:13][CH2:14][C:15]=3[N:16]=2)=[CH:6][CH:7]=1.